From a dataset of Experimentally validated miRNA-target interactions with 360,000+ pairs, plus equal number of negative samples. Binary Classification. Given a miRNA mature sequence and a target amino acid sequence, predict their likelihood of interaction. (1) The miRNA is mmu-miR-3971 with sequence CUCCCCACCCCUGUACCAGUGA. The protein sequence of the target gene is MSAQTASGPTEDQVEILEYNFNKVNKHPDPTTLCLIAAEAGLTEEQTQKWFKQRLAEWRRSEGLPSECRSVTD. Result: 0 (no interaction). (2) The miRNA is hsa-miR-662 with sequence UCCCACGUUGUGGCCCAGCAG. The protein sequence of the target gene is MMSDASDMLAAALEQMDGIIAGSKALEYSNGIFDCQSPTSPFMGSLRALHLVEDLRGLLEMMETDEKEGLRCQIPDSTAEVLIEWLQNQMTNGHLPGNGDVYQERLARLENDKESLVLQVSVLTDQVEAQGEKIRDLEFCLEEHREKLNATEEMLQQELLSRTSLETQKLELMAEISNLKLKLTAVEKDRLDYEDRFRDTEGLIQEINDLRLKVNEMDGERLQYEKKLKSTKDELASLKEQLEEKECEVKRLQERLVCKAKGEGIEVLDRDIEVQKMKKAVESLMAANEEKERKIEDLRQ.... Result: 0 (no interaction). (3) The miRNA is hsa-miR-365a-3p with sequence UAAUGCCCCUAAAAAUCCUUAU. The protein sequence of the target gene is MDFNMKKLASDAGIFFTRAVQFTEEKFGQAEKTELDAHFENLLARADSTKNWTEKILRQTEVLLQPNPSARVEEFLYEKLDRKVPSRVTNGELLAQYMADAASELGPTTPYGKTLIKVAEAEKQLGAAERDFIHTASISFLTPLRNFLEGDWKTISKERRLLQNRRLDLDACKARLKKAKAAEAKATTVPDFQETRPRNYILSASASALWNDEVDKAEQELRVAQTEFDRQAEVTRLLLEGISSTHVNHLRCLHEFVKSQTTYYAQCYRHMLDLQKQLGRFPGTFVGTTEPASPPLSSTS.... Result: 0 (no interaction). (4) The protein sequence of the target gene is MSNEVETSTTNGQPDQQAAPKAPSKKEKKKGSEKTDEYLLARFKGDGVKYKAKLIGIDDVPDARGDKMSQDSMMKLKGMAAAGRSQGQHKQRIWVNISLSGIKIIDEKTGVIEHEHPVNKISFIARDVTDNRAFGYVCGGEGQHQFFAIKTGQQAEPLVVDLKDLFQVIYNVKKKEEDKKKVEEANKAEENGSEALMTLDDQANKLKLGVDQMDLFGDMSTPPDLNSPTESKDILLVDLNSEIDTNQNSLRENPFLTNGVTSCSLPRPKPQASFLPENAFSANLNFFPTPNPDPFRDDPF.... Result: 0 (no interaction). The miRNA is hsa-miR-4671-5p with sequence ACCGAAGACUGUGCGCUAAUCU. (5) The miRNA is rno-miR-187-3p with sequence UCGUGUCUUGUGUUGCAGCCGG. The protein sequence of the target gene is MPLPQGDVTALFLGPPGSGKSALIAALCGKNVDTVEIPDGRQDSGVPSLRAAAPGLFLGELSCPPAAPGPWAAEANLLVLVLPGSEGSEEPLTPALGEAARAALARGTPLLAVRNLRPGDSQNAAKARDETAALLNSAGLGAAPLFVPPADCSSSDRCEELERLQVVLRTQAEALQRLLPPAQDGFEVLGAAELEAVREAFETGGLEAALSWVRAGLERLGSARLDLAVAGTTNVGLVLDMLLGLDPGDPGAAPASAPTGPTPYPAPERPNVVLWTVPLGPTATSPAVTPHPTHYDALIL.... Result: 0 (no interaction). (6) Result: 1 (interaction). The protein sequence of the target gene is MSHKQIYYSDKYDDEEFEYRHVMLPKDIAKLVPKTHLMSESEWRNLGVQQSQGWVHYMIHEPEPHILLFRRPLPKKPKK. The miRNA is hsa-miR-320d with sequence AAAAGCUGGGUUGAGAGGA.